From a dataset of Experimentally validated miRNA-target interactions with 360,000+ pairs, plus equal number of negative samples. Binary Classification. Given a miRNA mature sequence and a target amino acid sequence, predict their likelihood of interaction. (1) The miRNA is mmu-miR-210-3p with sequence CUGUGCGUGUGACAGCGGCUGA. The protein sequence of the target gene is MQACEGSAAGRRAFDSICPNRMLDLSRRTLGKPGKPERKFVPSWKSFSGCGGGSPVAVYEDPPDAEPAPLPALTTIDLQDLADCTSLLGTEASPSGDSSASQNPSLQTEEDFNLQNFRDAMDDLIADSSSLMSPPLTNSDFPFSPCDVSSFGSCLSPSLDPPALGSPDLPPPPTEQYWKEVADQNQRALGTALIENNQLHVTLTQKQEEIASLRERNVQLKELASRTRHLASVLDKLMITQSPAEPFQIKATTKRSLEELFCAAGQAGQGCAEVDAILRDISQRCEEALHNRDPKRPRLQ.... Result: 1 (interaction). (2) The miRNA is hsa-miR-620 with sequence AUGGAGAUAGAUAUAGAAAU. Result: 0 (no interaction). The protein sequence of the target gene is MAMRELNADSCSSPQMGAMWETSGSVKENSSQSKKYSTKIENLGPESACRHFWSFRYHEATGPLETISQLQKLCHQWLRPEIHSKEQILEMLVLEQFLSILPKETQNWVQKHHPQNVKQALVLVEFLQREPDGTKNEVTAHELGKEAVLLGGTAVAPGFKWKPAEPQPMGVFQKEYWNTYRVLQEQLGWNTHKETQPVYERAVHDQQMLALSEQKRIKHWKMASKLILPESLSLLTFEDVAVYFSEEEWQLLNPLEKTLYNDVMQDIYETVISLGLKLKNDTGNDHPISVSTSEIQTSGC.... (3) The miRNA is hsa-miR-605-3p with sequence AGAAGGCACUAUGAGAUUUAGA. The protein sequence of the target gene is MSGARCRTLYPFSGERHGQGLRFAAGELITLLQVPDGGWWEGEKEDGLRGWFPASYVQLLEKPGMVPPPPGEESQTVILPPGWQSYLSPQGRRYYVNTTTNETTWERPSSSPGIPASPGSHRSSLPPTVNGYHASGTPAHPPETAHMSVRKSTGDSQNLGSSSPSKKQSKENTITINCVTFPHPDTMPEQQLLKPTEWSYCDYFWADKKDPQGNGTVAGFELLLQKQLKGKQMQKEMSEFIRERIKIEEDYAKNLAKLSQNSLASQEEGSLGEAWAQVKKSLADEAEVHLKFSAKLHSEV.... Result: 0 (no interaction). (4) The miRNA is hsa-let-7g-5p with sequence UGAGGUAGUAGUUUGUACAGUU. The protein sequence of the target gene is MVVALRYVWPLLLCSPCLLIQIPEEYEGHHVMEPPVITEQSPRRLVVFPTDDISLKCEASGKPEVQFRWTRDGVHFKPKEELGVTVYQSPHSGSFTITGNNSNFAQRFQGIYRCFASNKLGTAMSHEIRLMAEGAPKWPKETVKPVEVEEGESVVLPCNPPPSAEPLRIYWMNSKILHIKQDERVTMGQNGNLYFANVLTSDNHSDYICHAHFPGTRTIIQKEPIDLRVKATNSMIDRKPRLLFPTNSSSHLVALQGQPLVLECIAEGFPTPTIKWLRPSGPMPADRVTYQNHNKTLQLL.... Result: 0 (no interaction). (5) The miRNA is hsa-miR-4666a-3p with sequence CAUACAAUCUGACAUGUAUUU. The protein sequence of the target gene is MRMSVGLSLLLPLSGRTFLLLLSVVMAQSHWPSEPSEAVRDWENQLEASMHSVLSDLHEAVPTVVGIPDGTAVVGRSFRVTIPTDLIASSGDIIKVSAAGKEALPSWLHWDSQSHTLEGLPLDTDKGVHYISVSATRLGANGSHIPQTSSVFSIEVYPEDHSELQSVRTASPDPGEVVSSACAADEPVTVLTVILDADLTKMTPKQRIDLLHRMRSFSEVELHNMKLVPVVNNRLFDMSAFMAGPGNAKKVVENGALLSWKLGCSLNQNSVPDIHGVEAPAREGAMSAQLGYPVVGWHIA.... Result: 0 (no interaction). (6) The miRNA is hsa-miR-619-5p with sequence GCUGGGAUUACAGGCAUGAGCC. The protein sequence of the target gene is MAVDVTEYHLSVIKSPPGWEVGVYAAGALALLGIAAVSLWKLWTSGSFPSPSPFPNYDYRYLQQKYGEAYVEAKLKRVPPWNDQRTTTRGPPSRKGSLSIEDTFESISELGPLELMGRELDLAPYGTLRKSQSADSLNSISSVSNTFGQDFTLGQVEVSMDYDGASHTLHVAVLQGKDLLEREEATFESCFMRVSLLPDEQIVGISRIQRNAYSIFFDEKFSVPLDPTALEEKSLRFSVFGIDEDERNVSTGVVELKLSVLDLPLQPFSGWLYLQDQNKAADAVGEILLSLSYLPTAERL.... Result: 0 (no interaction).